Predict the reactants needed to synthesize the given product. From a dataset of Full USPTO retrosynthesis dataset with 1.9M reactions from patents (1976-2016). (1) The reactants are: [CH:1]1([O:7][CH2:8][C@@H:9]2[CH2:14][C@H:13]([C:15]3[O:19][NH:18][C:17](=[O:20])[CH:16]=3)[CH2:12][CH2:11][N:10]2C(OC)=O)[CH2:6][CH2:5][CH2:4][CH2:3][CH2:2]1.Br. Given the product [CH:1]1([O:7][CH2:8][C@@H:9]2[CH2:14][C@H:13]([C:15]3[O:19][NH:18][C:17](=[O:20])[CH:16]=3)[CH2:12][CH2:11][NH:10]2)[CH2:6][CH2:5][CH2:4][CH2:3][CH2:2]1, predict the reactants needed to synthesize it. (2) Given the product [Cl:15][C:13]1[CH:12]=[CH:11][C:10]2[NH:4][C:5](=[O:38])[C@@H:6]([CH2:26][C:27]3[O:28][C:29]([CH2:32][CH2:33][C:34]([O:36][CH3:37])=[O:35])=[CH:30][N:31]=3)[S:7][C@H:8]([C:16]3[CH:21]=[CH:20][CH:19]=[C:18]([O:22][CH3:23])[C:17]=3[O:24][CH3:25])[C:9]=2[CH:14]=1, predict the reactants needed to synthesize it. The reactants are: C([N:4]1[C:10]2[CH:11]=[CH:12][C:13]([Cl:15])=[CH:14][C:9]=2[C@@H:8]([C:16]2[CH:21]=[CH:20][CH:19]=[C:18]([O:22][CH3:23])[C:17]=2[O:24][CH3:25])[S:7][C@H:6]([CH2:26][C:27]2[O:28][C:29]([CH2:32][CH2:33][C:34]([O:36][CH3:37])=[O:35])=[CH:30][N:31]=2)[C:5]1=[O:38])C=C.CCCCCC.C[Al](C)C.Cl. (3) Given the product [Br:1][C:2]1[CH:3]=[C:4]([N+:10]([O-:12])=[O:11])[C:5]([NH2:9])=[N:6][C:7]=1[C:18]1[CH:17]=[CH:16][CH:15]=[C:14]([F:13])[CH:19]=1, predict the reactants needed to synthesize it. The reactants are: [Br:1][C:2]1[CH:3]=[C:4]([N+:10]([O-:12])=[O:11])[C:5]([NH2:9])=[N:6][C:7]=1Br.[F:13][C:14]1[CH:15]=[C:16](B(O)O)[CH:17]=[CH:18][CH:19]=1.C(=O)([O-])[O-].[Na+].[Na+].